This data is from Catalyst prediction with 721,799 reactions and 888 catalyst types from USPTO. The task is: Predict which catalyst facilitates the given reaction. Reactant: [CH2:1]([O:3][C:4](=[O:12])[C:5]([S:8][C:9](=O)[CH3:10])([CH3:7])[CH3:6])[CH3:2].C[O-].[Na+].CS(OCC[C@H:23]1[CH2:27][CH2:26][O:25][CH2:24]1)(=O)=O. Product: [CH3:6][C:5]([S:8][CH2:9][CH2:10][C@H:23]1[CH2:27][CH2:26][O:25][CH2:24]1)([CH3:7])[C:4]([O:3][CH2:1][CH3:2])=[O:12]. The catalyst class is: 8.